From a dataset of Catalyst prediction with 721,799 reactions and 888 catalyst types from USPTO. Predict which catalyst facilitates the given reaction. Reactant: Cl[C:2]1[N:3]=[N:4][C:5]([C:8]2[CH:13]=[CH:12][CH:11]=[CH:10][C:9]=2[C:14]([F:17])([F:16])[F:15])=[CH:6][CH:7]=1.O.[NH2:19][NH2:20]. Product: [NH:19]([C:2]1[N:3]=[N:4][C:5]([C:8]2[CH:13]=[CH:12][CH:11]=[CH:10][C:9]=2[C:14]([F:17])([F:16])[F:15])=[CH:6][CH:7]=1)[NH2:20]. The catalyst class is: 14.